From a dataset of Forward reaction prediction with 1.9M reactions from USPTO patents (1976-2016). Predict the product of the given reaction. (1) Given the reactants [CH:1]1([NH:4][C:5]([C:7]2[CH:8]=[CH:9][C:10]([CH3:27])=[C:11]([C:13]3[CH:14]=[C:15]4[C:19](=[CH:20][CH:21]=3)[N:18]([CH2:22][C:23](OC)=[O:24])[N:17]=[CH:16]4)[CH:12]=2)=[O:6])[CH2:3][CH2:2]1.[CH3:28][C:29]([CH3:33])([CH3:32])[CH2:30][NH2:31], predict the reaction product. The product is: [CH:1]1([NH:4][C:5](=[O:6])[C:7]2[CH:8]=[CH:9][C:10]([CH3:27])=[C:11]([C:13]3[CH:14]=[C:15]4[C:19](=[CH:20][CH:21]=3)[N:18]([CH2:22][C:23]([NH:31][CH2:30][C:29]([CH3:33])([CH3:32])[CH3:28])=[O:24])[N:17]=[CH:16]4)[CH:12]=2)[CH2:3][CH2:2]1. (2) The product is: [CH:10]([C:8]1[CH:7]=[C:6]([C:13]2[CH:18]=[CH:17][CH:16]=[CH:15][CH:14]=2)[C:3]([C:4]#[N:5])=[C:2]([N:24]2[CH2:23][CH2:22][NH:21][C@H:20]([CH3:19])[CH2:25]2)[N:9]=1)([CH3:12])[CH3:11]. Given the reactants Cl[C:2]1[N:9]=[C:8]([CH:10]([CH3:12])[CH3:11])[CH:7]=[C:6]([C:13]2[CH:18]=[CH:17][CH:16]=[CH:15][CH:14]=2)[C:3]=1[C:4]#[N:5].[CH3:19][C@@H:20]1[CH2:25][NH:24][CH2:23][CH2:22][NH:21]1.C(N(CC)CC)C, predict the reaction product. (3) Given the reactants Br[C:2]1[C:3]([C:10]([O:12][CH3:13])=[O:11])=[N:4][C:5]([S:8][CH3:9])=[N:6][CH:7]=1.[NH2:14][C:15]1[CH:16]=[C:17]2[C:21](=[CH:22][CH:23]=1)[NH:20][CH:19]=[CH:18]2.C(=O)([O-])[O-].[Cs+].[Cs+].C1(C)C=CC=CC=1, predict the reaction product. The product is: [NH:20]1[C:21]2[C:17](=[CH:16][C:15]([NH:14][C:2]3[C:3]([C:10]([O:12][CH3:13])=[O:11])=[N:4][C:5]([S:8][CH3:9])=[N:6][CH:7]=3)=[CH:23][CH:22]=2)[CH:18]=[CH:19]1.